Dataset: hERG potassium channel inhibition data for cardiac toxicity prediction from Karim et al.. Task: Regression/Classification. Given a drug SMILES string, predict its toxicity properties. Task type varies by dataset: regression for continuous values (e.g., LD50, hERG inhibition percentage) or binary classification for toxic/non-toxic outcomes (e.g., AMES mutagenicity, cardiotoxicity, hepatotoxicity). Dataset: herg_karim. (1) The compound is O=C(NC1CCN(Cc2ccn(-c3ccc(C(F)(F)F)cc3)c2)CC1)N1CC(N2CCC(C(F)(F)F)CC2)C1. The result is 1 (blocker). (2) The result is 1 (blocker). The drug is Fc1ncccc1-c1cnc2nc(N3CCC(N4CCCCC4)CC3)sc2c1. (3) The drug is Cc1cccnc1CN1CCC2(CC1)C(=O)N(c1ccc(-n3cccn3)cc1)C(=O)N2c1cc(=O)[nH]cn1. The result is 1 (blocker). (4) The compound is COc1ccc([C@H]2CN(CCCN(C)S(=O)(=O)c3ccccc3)C[C@@H]2CC(=O)Nc2cccc(Cl)c2)cc1. The result is 1 (blocker).